From a dataset of Catalyst prediction with 721,799 reactions and 888 catalyst types from USPTO. Predict which catalyst facilitates the given reaction. (1) Reactant: [NH2:1][C:2]1[CH:7]=[CH:6][C:5]([S:8][CH:9]2[CH2:14][CH2:13][N:12]([C:15]([O:17][C:18]([CH3:21])([CH3:20])[CH3:19])=[O:16])[CH2:11][CH2:10]2)=[CH:4][CH:3]=1.C(N(CC)CC)C.[C:29](Cl)(=[O:31])[CH3:30]. The catalyst class is: 46. Product: [C:29]([NH:1][C:2]1[CH:7]=[CH:6][C:5]([S:8][CH:9]2[CH2:10][CH2:11][N:12]([C:15]([O:17][C:18]([CH3:21])([CH3:20])[CH3:19])=[O:16])[CH2:13][CH2:14]2)=[CH:4][CH:3]=1)(=[O:31])[CH3:30]. (2) Reactant: [C:1]([O:4][C@@H:5]1[C@@H:10]([O:11][C:12](=[O:14])[CH3:13])[C@H:9]([O:15][C:16](=[O:18])[CH3:17])[C@@H:8]([CH2:19][O:20][C:21](=[O:23])[CH3:22])[O:7][C@H:6]1[O:24][C:25]1[C:29]([CH2:30][C:31]2[CH:36]=[CH:35][C:34]([O:37][CH2:38][CH2:39][CH2:40]O)=[CH:33][C:32]=2[CH3:42])=[C:28]([CH:43]([CH3:45])[CH3:44])[NH:27][N:26]=1)(=[O:3])[CH3:2].[N+:46]([C:49]1[CH:54]=[CH:53][CH:52]=[CH:51][C:50]=1[S:55]([NH:58][CH2:59][C:60]([NH2:62])=[O:61])(=[O:57])=[O:56])([O-:48])=[O:47].C1(P(C2C=CC=CC=2)C2C=CC=CC=2)C=CC=CC=1.N(C(OCC)=O)=NC(OCC)=O. Product: [C:1]([O:4][C@@H:5]1[C@@H:10]([O:11][C:12](=[O:14])[CH3:13])[C@H:9]([O:15][C:16](=[O:18])[CH3:17])[C@@H:8]([CH2:19][O:20][C:21](=[O:23])[CH3:22])[O:7][C@H:6]1[O:24][C:25]1[C:29]([CH2:30][C:31]2[CH:36]=[CH:35][C:34]([O:37][CH2:38][CH2:39][CH2:40][N:58]([S:55]([C:50]3[CH:51]=[CH:52][CH:53]=[CH:54][C:49]=3[N+:46]([O-:48])=[O:47])(=[O:57])=[O:56])[CH2:59][C:60](=[O:61])[NH2:62])=[CH:33][C:32]=2[CH3:42])=[C:28]([CH:43]([CH3:44])[CH3:45])[NH:27][N:26]=1)(=[O:3])[CH3:2]. The catalyst class is: 7. (3) Reactant: [Br:1][C:2]1[CH:3]=[C:4]([NH:10][C:11]2[CH:16]=[CH:15][C:14]([N:17]3[CH2:22][CH2:21][NH:20][CH2:19][CH2:18]3)=[CH:13][N:12]=2)[C:5](=[O:9])[N:6]([CH3:8])[CH:7]=1.[CH3:23][C:24]1([CH3:27])[CH2:26][O:25]1.C([O-])([O-])=O.[Cs+].[Cs+]. The catalyst class is: 23. Product: [Br:1][C:2]1[CH:3]=[C:4]([NH:10][C:11]2[CH:16]=[CH:15][C:14]([N:17]3[CH2:22][CH2:21][N:20]([CH2:23][C:24]([OH:25])([CH3:27])[CH3:26])[CH2:19][CH2:18]3)=[CH:13][N:12]=2)[C:5](=[O:9])[N:6]([CH3:8])[CH:7]=1. (4) Reactant: [F:1][C:2]([F:20])([F:19])[C:3]1[CH:18]=[CH:17][CH:16]=[CH:15][C:4]=1[CH2:5][O:6][C:7]1[CH:14]=[CH:13][C:10]([CH:11]=O)=[CH:9][CH:8]=1.Cl.[NH2:22][OH:23].[OH-].[Na+]. Product: [F:1][C:2]([F:20])([F:19])[C:3]1[CH:18]=[CH:17][CH:16]=[CH:15][C:4]=1[CH2:5][O:6][C:7]1[CH:14]=[CH:13][C:10]([CH:11]=[N:22][OH:23])=[CH:9][CH:8]=1. The catalyst class is: 88. (5) Reactant: [N:1]1[CH:6]=[CH:5][C:4]([N:7]2[CH2:12][CH2:11][CH:10]([C:13](Cl)=[O:14])[CH2:9][CH2:8]2)=[CH:3][CH:2]=1.FC(F)(F)C(O)=O.[CH:23]1[C:32]2[C:27](=[CH:28][CH:29]=[CH:30][CH:31]=2)[CH:26]=[CH:25][C:24]=1[CH2:33][N:34]1[CH2:39][CH2:38][NH:37][CH2:36][C:35]1=[O:40]. Product: [CH:23]1[C:32]2[C:27](=[CH:28][CH:29]=[CH:30][CH:31]=2)[CH:26]=[CH:25][C:24]=1[CH2:33][N:34]1[CH2:39][CH2:38][N:37]([C:13]([CH:10]2[CH2:11][CH2:12][N:7]([C:4]3[CH:5]=[CH:6][N:1]=[CH:2][CH:3]=3)[CH2:8][CH2:9]2)=[O:14])[CH2:36][C:35]1=[O:40]. The catalyst class is: 3.